From a dataset of NCI-60 drug combinations with 297,098 pairs across 59 cell lines. Regression. Given two drug SMILES strings and cell line genomic features, predict the synergy score measuring deviation from expected non-interaction effect. (1) Synergy scores: CSS=65.1, Synergy_ZIP=2.16, Synergy_Bliss=1.51, Synergy_Loewe=-36.1, Synergy_HSA=-3.62. Drug 1: CC=C1C(=O)NC(C(=O)OC2CC(=O)NC(C(=O)NC(CSSCCC=C2)C(=O)N1)C(C)C)C(C)C. Cell line: K-562. Drug 2: COCCOC1=C(C=C2C(=C1)C(=NC=N2)NC3=CC=CC(=C3)C#C)OCCOC.Cl. (2) Drug 1: C(CCl)NC(=O)N(CCCl)N=O. Drug 2: CC1C(C(CC(O1)OC2CC(CC3=C2C(=C4C(=C3O)C(=O)C5=CC=CC=C5C4=O)O)(C(=O)C)O)N)O. Cell line: RXF 393. Synergy scores: CSS=53.6, Synergy_ZIP=-2.72, Synergy_Bliss=-1.72, Synergy_Loewe=1.24, Synergy_HSA=2.23.